From a dataset of Reaction yield outcomes from USPTO patents with 853,638 reactions. Predict the reaction yield, written as a fraction of the theoretical maximum amount of product (1.0 means a 100% yield; for example, 0.34 means a 34% yield). (1) The reactants are Cl[C:2]1[CH:3]=[CH:4][C:5]2[N:11]3[CH2:12][C@H:8]([CH2:9][CH2:10]3)[N:7]([C:13]([NH:15][C:16]3[CH:21]=[N:20][CH:19]=[CH:18][N:17]=3)=[O:14])[C:6]=2[N:22]=1.[CH3:23][N:24]1[CH:28]=[CH:27][C:26](B2OC(C)(C)C(C)(C)O2)=[N:25]1.[O-]P([O-])([O-])=O.[K+].[K+].[K+].CC(C1C=C(C(C)C)C(C2C=CC=CC=2P(C2CCCCC2)C2CCCCC2)=C(C(C)C)C=1)C. The catalyst is O1CCOCC1.O.C1C=CC(/C=C/C(/C=C/C2C=CC=CC=2)=O)=CC=1.C1C=CC(/C=C/C(/C=C/C2C=CC=CC=2)=O)=CC=1.[Pd]. The product is [CH3:23][N:24]1[CH:28]=[CH:27][C:26]([C:2]2[CH:3]=[CH:4][C:5]3[N:11]4[CH2:12][C@H:8]([CH2:9][CH2:10]4)[N:7]([C:13]([NH:15][C:16]4[CH:21]=[N:20][CH:19]=[CH:18][N:17]=4)=[O:14])[C:6]=3[N:22]=2)=[N:25]1. The yield is 0.477. (2) The reactants are C([O:3][C:4]([CH:6]1[CH2:11][CH2:10][N:9]([C:12]2[CH:17]=[C:16]([C:18]3[CH:23]=[CH:22][CH:21]=[CH:20][C:19]=3[CH3:24])[C:15]([C:25](=[O:43])[N:26]([CH2:28][C:29]3[CH:34]=[C:33]([C:35]([F:38])([F:37])[F:36])[CH:32]=[C:31]([C:39]([F:42])([F:41])[F:40])[CH:30]=3)[CH3:27])=[CH:14][N:13]=2)[CH2:8][CH2:7]1)=[O:5])C.[OH-].[Na+]. The catalyst is CO. The product is [F:42][C:39]([F:40])([F:41])[C:31]1[CH:30]=[C:29]([CH:34]=[C:33]([C:35]([F:36])([F:37])[F:38])[CH:32]=1)[CH2:28][N:26]([CH3:27])[C:25]([C:15]1[C:16]([C:18]2[CH:23]=[CH:22][CH:21]=[CH:20][C:19]=2[CH3:24])=[CH:17][C:12]([N:9]2[CH2:8][CH2:7][CH:6]([C:4]([OH:5])=[O:3])[CH2:11][CH2:10]2)=[N:13][CH:14]=1)=[O:43]. The yield is 0.420. (3) The reactants are [C:1]1([CH2:7][CH2:8][CH2:9][CH2:10][CH2:11][CH2:12][C:13]([OH:15])=O)[CH:6]=[CH:5][CH:4]=[CH:3][CH:2]=1.CCN(CC)CC.CN(C(ON1N=NC2C=CC=CC1=2)=[N+](C)C)C.[B-](F)(F)(F)F.C([O-])(=O)C.[O:49]=[C:50]1[C@@H:53]([NH3+:54])[CH2:52][NH:51]1. The catalyst is C(Cl)Cl.CCOC(C)=O. The product is [C:1]1([CH2:7][CH2:8][CH2:9][CH2:10][CH2:11][CH2:12][C:13]([NH:54][C@H:53]2[CH2:52][NH:51][C:50]2=[O:49])=[O:15])[CH:2]=[CH:3][CH:4]=[CH:5][CH:6]=1. The yield is 0.380. (4) The reactants are Cl[C:2]1[CH:7]=[CH:6][C:5]([O:8][CH3:9])=[CH:4][C:3]=1[N+:10]([O-:12])=[O:11].[C:13]([NH:20][CH:21]1[CH2:26][CH2:25][CH2:24][NH:23][CH2:22]1)([O:15][C:16]([CH3:19])([CH3:18])[CH3:17])=[O:14]. No catalyst specified. The product is [CH3:9][O:8][C:5]1[CH:6]=[CH:7][C:2]([N:23]2[CH2:24][CH2:25][CH2:26][CH:21]([NH:20][C:13](=[O:14])[O:15][C:16]([CH3:18])([CH3:17])[CH3:19])[CH2:22]2)=[C:3]([N+:10]([O-:12])=[O:11])[CH:4]=1. The yield is 0.500. (5) The reactants are [Cl:1][C:2]1[N:3]=[C:4](Cl)[C:5]2[O:10][C:9]3[CH:11]=[CH:12][C:13]([Cl:15])=[CH:14][C:8]=3[C:6]=2[N:7]=1.C([O-])([O-])=O.[K+].[K+].[CH3:23][N:24]1[CH2:29][CH2:28][NH:27][CH2:26][CH2:25]1. The catalyst is C(O)C.[OH-].[Na+]. The product is [Cl:1][C:2]1[N:3]=[C:4]([N:27]2[CH2:28][CH2:29][N:24]([CH3:23])[CH2:25][CH2:26]2)[C:5]2[O:10][C:9]3[CH:11]=[CH:12][C:13]([Cl:15])=[CH:14][C:8]=3[C:6]=2[N:7]=1. The yield is 0.770. (6) The yield is 0.130. The product is [Cl:1][C:60]1[N:61]=[C:62]([C@@H:64]2[CH2:68][CH2:67][CH2:66][N:65]2[C:69](=[O:79])[C@@H:70]([NH:74][C:75](=[O:78])[O:76][CH3:77])[CH:71]([CH3:73])[CH3:72])[NH:63][C:59]=1[C:56]1[CH:55]=[CH:54][C:53]([C@H:22]2[CH2:23][CH2:24][C@H:25]([C:26]3[CH:31]=[CH:30][C:29]([C:32]4[NH:36][C:35]([C@@H:37]5[CH2:41][CH2:40][CH2:39][N:38]5[C:42](=[O:52])[C@@H:43]([NH:47][C:48]([O:50][CH3:51])=[O:49])[CH:44]([CH3:46])[CH3:45])=[N:34][C:81]=4[Cl:82])=[CH:28][CH:27]=3)[N:21]2[C:18]2[CH:19]=[CH:20][C:15]([CH:9]3[CH2:10][CH2:11][CH2:12][CH2:13][CH2:14]3)=[CH:16][CH:17]=2)=[CH:58][CH:57]=1. The reactants are [Cl:1]N1C(=O)CCC1=O.[CH:9]1([C:15]2[CH:20]=[CH:19][C:18]([N:21]3[C@@H:25]([C:26]4[CH:31]=[CH:30][C:29]([C:32]5[NH:36][C:35]([C@@H:37]6[CH2:41][CH2:40][CH2:39][N:38]6[C:42](=[O:52])[C@@H:43]([NH:47][C:48]([O:50][CH3:51])=[O:49])[CH:44]([CH3:46])[CH3:45])=[N:34]C=5)=[CH:28][CH:27]=4)[CH2:24][CH2:23][C@@H:22]3[C:53]3[CH:58]=[CH:57][C:56]([C:59]4[NH:63][C:62]([C@@H:64]5[CH2:68][CH2:67][CH2:66][N:65]5[C:69](=[O:79])[C@@H:70]([NH:74][C:75](=[O:78])[O:76][CH3:77])[CH:71]([CH3:73])[CH3:72])=[N:61][CH:60]=4)=[CH:55][CH:54]=3)=[CH:17][CH:16]=2)[CH2:14][CH2:13][CH2:12][CH2:11][CH2:10]1.Cl[CH2:81][Cl:82]. No catalyst specified. (7) The reactants are [F:1][C:2]1[CH:22]=[CH:21][C:5]([O:6][CH2:7][CH:8]2[CH2:13][CH2:12][N:11](C(OC(C)(C)C)=O)[CH2:10][CH2:9]2)=[CH:4][CH:3]=1.[ClH:23]. The catalyst is ClCCl.O1CCOCC1. The product is [ClH:23].[F:1][C:2]1[CH:3]=[CH:4][C:5]([O:6][CH2:7][CH:8]2[CH2:9][CH2:10][NH:11][CH2:12][CH2:13]2)=[CH:21][CH:22]=1. The yield is 0.970.